Dataset: Catalyst prediction with 721,799 reactions and 888 catalyst types from USPTO. Task: Predict which catalyst facilitates the given reaction. (1) Reactant: [N:1]1([CH2:6][CH2:7][O:8][C:9]2[CH:14]=[CH:13][C:12]([NH:15][C:16]3[N:32]=[C:19]4[CH:20]=[CH:21][CH:22]=[C:23]([C:24]5[CH:25]=[N:26][N:27]([CH2:29][CH2:30][OH:31])[CH:28]=5)[N:18]4[N:17]=3)=[CH:11][CH:10]=2)[CH2:5][CH2:4][CH2:3][CH2:2]1.C(N(CC)CC)C.[CH3:40][S:41](Cl)(=[O:43])=[O:42]. Product: [N:1]1([CH2:6][CH2:7][O:8][C:9]2[CH:10]=[CH:11][C:12]([NH:15][C:16]3[N:32]=[C:19]4[CH:20]=[CH:21][CH:22]=[C:23]([C:24]5[CH:25]=[N:26][N:27]([CH2:29][CH2:30][O:31][S:41]([CH3:40])(=[O:43])=[O:42])[CH:28]=5)[N:18]4[N:17]=3)=[CH:13][CH:14]=2)[CH2:2][CH2:3][CH2:4][CH2:5]1. The catalyst class is: 4. (2) Reactant: F[C:2]1[N:7]2[CH:8]=[C:9]([CH2:11][N:12]3[C@H:25]4[C@H:16]([CH2:17][CH2:18][C:19]5[C:24]4=[N:23][CH:22]=[CH:21][CH:20]=5)[CH2:15][CH2:14][CH2:13]3)[N:10]=[C:6]2[CH:5]=[CH:4][CH:3]=1.C(=O)([O-])[O-].[K+].[K+].Cl.Cl.[CH3:34][N:35]([CH3:42])[CH:36]1[CH2:41][CH2:40][NH:39][CH2:38][CH2:37]1. Product: [N:12]1([CH2:11][C:9]2[N:10]=[C:6]3[CH:5]=[CH:4][CH:3]=[C:2]([N:39]4[CH2:40][CH2:41][CH:36]([N:35]([CH3:42])[CH3:34])[CH2:37][CH2:38]4)[N:7]3[CH:8]=2)[C@H:25]2[C@H:16]([CH2:17][CH2:18][C:19]3[C:24]2=[N:23][CH:22]=[CH:21][CH:20]=3)[CH2:15][CH2:14][CH2:13]1. The catalyst class is: 16. (3) Reactant: [CH:1]([N:4]([CH:23]([CH3:25])[CH3:24])[CH2:5][CH2:6][C@@H:7]([C:14]1[CH:19]=[C:18]([CH2:20][OH:21])[CH:17]=[CH:16][C:15]=1[OH:22])[C:8]1[CH:13]=[CH:12][CH:11]=[CH:10][CH:9]=1)([CH3:3])[CH3:2].C(O[C@H](C1C=CC=CC=1)C([O-])=O)(=O)C.C(=O)([O-])[O-].[K+].[K+]. Product: [CH:23]([N:4]([CH:1]([CH3:3])[CH3:2])[CH2:5][CH2:6][C@@H:7]([C:14]1[CH:19]=[C:18]([CH2:20][OH:21])[CH:17]=[CH:16][C:15]=1[OH:22])[C:8]1[CH:13]=[CH:12][CH:11]=[CH:10][CH:9]=1)([CH3:25])[CH3:24]. The catalyst class is: 11. (4) Reactant: O[CH:2]=[C:3]1[C:11]2[C:6](=[CH:7][C:8]([C:12]([C:14]3[CH:15]=[C:16]([NH:20][C:21]([C:23]4[CH:27]=[C:26]([CH3:28])[N:25]([C:29]([CH3:32])([CH3:31])[CH3:30])[N:24]=4)=[O:22])[CH:17]=[CH:18][CH:19]=3)=[O:13])=[CH:9][CH:10]=2)[NH:5][C:4]1=[O:33].[CH3:34][N:35]1[CH2:40][CH2:39][N:38]([C:41]2[CH:46]=[CH:45][C:44]([NH2:47])=[CH:43][CH:42]=2)[CH2:37][CH2:36]1. Product: [CH3:34][N:35]1[CH2:36][CH2:37][N:38]([C:41]2[CH:46]=[CH:45][C:44]([NH:47][CH:2]=[C:3]3[C:11]4[C:6](=[CH:7][C:8]([C:12]([C:14]5[CH:15]=[C:16]([NH:20][C:21]([C:23]6[CH:27]=[C:26]([CH3:28])[N:25]([C:29]([CH3:32])([CH3:30])[CH3:31])[N:24]=6)=[O:22])[CH:17]=[CH:18][CH:19]=5)=[O:13])=[CH:9][CH:10]=4)[NH:5][C:4]3=[O:33])=[CH:43][CH:42]=2)[CH2:39][CH2:40]1. The catalyst class is: 1. (5) Reactant: F[C:2]1[CH:9]=[CH:8][CH:7]=[CH:6][C:3]=1[C:4]#[N:5].[NH:10]1[CH:14]=[CH:13][CH:12]=[N:11]1.C(=O)([O-])[O-].[K+].[K+]. Product: [N:10]1([C:2]2[CH:9]=[CH:8][CH:7]=[CH:6][C:3]=2[C:4]#[N:5])[CH:14]=[CH:13][CH:12]=[N:11]1. The catalyst class is: 42. (6) Reactant: [H-].[Al+3].[Li+].[H-].[H-].[H-].C([O:9][C:10]([CH2:12][CH2:13][CH2:14][CH2:15][N:16]1[C:21](=[O:22])[CH:20]=[C:19]([NH:23][C:24]2[CH:29]=[CH:28][C:27]([CH3:30])=[C:26]([CH2:31][CH3:32])[CH:25]=2)[NH:18][C:17]1=[O:33])=O)C.CO. Product: [OH:9][CH2:10][CH2:12][CH2:13][CH2:14][CH2:15][N:16]1[C:21](=[O:22])[CH:20]=[C:19]([NH:23][C:24]2[CH:29]=[CH:28][C:27]([CH3:30])=[C:26]([CH2:31][CH3:32])[CH:25]=2)[NH:18][C:17]1=[O:33]. The catalyst class is: 7. (7) Reactant: Cl.[C:2]([O:10][C@@H:11]1[C@@H:15]([CH2:16][OH:17])[CH2:14][C@@H:13]([NH2:18])[C@@H:12]1[O:19][C:20](=[O:27])[C:21]1[CH:26]=[CH:25][CH:24]=[CH:23][CH:22]=1)(=[O:9])[C:3]1[CH:8]=[CH:7][CH:6]=[CH:5][CH:4]=1.CCN(CC)CC.[C:35](Cl)(=[O:42])[C:36]1[CH:41]=[CH:40][N:39]=[CH:38][CH:37]=1.[Cl-].[NH4+]. Product: [C:20]([O:19][C@H:12]1[C@H:13]([NH:18][C:35](=[O:42])[C:36]2[CH:41]=[CH:40][N:39]=[CH:38][CH:37]=2)[CH2:14][C@H:15]([CH2:16][OH:17])[C@H:11]1[O:10][C:2](=[O:9])[C:3]1[CH:4]=[CH:5][CH:6]=[CH:7][CH:8]=1)(=[O:27])[C:21]1[CH:26]=[CH:25][CH:24]=[CH:23][CH:22]=1. The catalyst class is: 2. (8) Reactant: [NH:1]1[CH2:6][CH2:5][CH:4]([NH:7][C:8]2[S:9][C:10]([C:13]([F:16])([F:15])[F:14])=[N:11][N:12]=2)[CH2:3][CH2:2]1.[F:17][C:18]([F:29])([F:28])[O:19][C:20]1[CH:21]=[C:22]([CH:25]=[CH:26][CH:27]=1)[CH:23]=O.C(O[BH-](OC(=O)C)OC(=O)C)(=O)C. Product: [F:17][C:18]([F:28])([F:29])[O:19][C:20]1[CH:21]=[C:22]([CH:25]=[CH:26][CH:27]=1)[CH2:23][N:1]1[CH2:6][CH2:5][CH:4]([NH:7][C:8]2[S:9][C:10]([C:13]([F:16])([F:14])[F:15])=[N:11][N:12]=2)[CH2:3][CH2:2]1. The catalyst class is: 26. (9) Reactant: [Si:1]([O:8][C@H:9]([CH3:17])[CH2:10][C@@H:11]([OH:16])[C@H:12]([CH3:15])[CH:13]=[CH2:14])([C:4]([CH3:7])([CH3:6])[CH3:5])([CH3:3])[CH3:2].[Si:18](Cl)([C:21]([CH3:24])([CH3:23])[CH3:22])([CH3:20])[CH3:19].N1C=CN=C1.O. Product: [Si:1]([O:8][C@@H:9]([CH2:10][C@@H:11]([O:16][Si:18]([C:21]([CH3:24])([CH3:23])[CH3:22])([CH3:20])[CH3:19])[C@H:12]([CH3:15])[CH:13]=[CH2:14])[CH3:17])([C:4]([CH3:7])([CH3:6])[CH3:5])([CH3:3])[CH3:2]. The catalyst class is: 239. (10) Reactant: [NH2:1][C:2]1[CH:7]=[CH:6][C:5]([C:8]2[CH:9]=[N:10][C:11]([N:14]3[CH2:19][CH2:18][C:17]([CH2:25][CH3:26])([C:20]([O:22][CH2:23][CH3:24])=[O:21])[CH2:16][CH2:15]3)=[N:12][CH:13]=2)=[CH:4][C:3]=1[N+:27]([O-:29])=[O:28].[Br:30]Br. Product: [NH2:1][C:2]1[C:3]([N+:27]([O-:29])=[O:28])=[CH:4][C:5]([C:8]2[CH:9]=[N:10][C:11]([N:14]3[CH2:19][CH2:18][C:17]([CH2:25][CH3:26])([C:20]([O:22][CH2:23][CH3:24])=[O:21])[CH2:16][CH2:15]3)=[N:12][CH:13]=2)=[CH:6][C:7]=1[Br:30]. The catalyst class is: 15.